This data is from Catalyst prediction with 721,799 reactions and 888 catalyst types from USPTO. The task is: Predict which catalyst facilitates the given reaction. (1) The catalyst class is: 18. Reactant: [C:1]([C:4]1[C:12]2[C:7](=[CH:8][CH:9]=[C:10]([NH:13][C:14]3[CH:15]=[N:16][CH:17]=[N:18][CH:19]=3)[CH:11]=2)[N:6]([CH2:20][C:21]([OH:23])=O)[CH:5]=1)(=[O:3])[CH3:2].CCN(C(C)C)C(C)C.Cl.[Cl:34][C:35]1[C:36]([F:53])=[C:37]([C@@H:41]([NH:44][C:45]([C@@H:47]2[CH2:51][C@@H:50]([F:52])[CH2:49][NH:48]2)=[O:46])[CH2:42][OH:43])[CH:38]=[CH:39][CH:40]=1.CN(C(ON1N=NC2C=CC=NC1=2)=[N+](C)C)C.F[P-](F)(F)(F)(F)F. Product: [C:1]([C:4]1[C:12]2[C:7](=[CH:8][CH:9]=[C:10]([NH:13][C:14]3[CH:15]=[N:16][CH:17]=[N:18][CH:19]=3)[CH:11]=2)[N:6]([CH2:20][C:21]([N:48]2[CH2:49][C@H:50]([F:52])[CH2:51][C@H:47]2[C:45]([NH:44][C@H:41]([C:37]2[CH:38]=[CH:39][CH:40]=[C:35]([Cl:34])[C:36]=2[F:53])[CH2:42][OH:43])=[O:46])=[O:23])[CH:5]=1)(=[O:3])[CH3:2]. (2) Reactant: [Si:1]([O:18][CH2:19][CH2:20][C:21]1[CH:22]=[CH:23][C:24]([C:27]2[S:28][CH:29]=[C:30](/[C:32](=N\NS(C3C=CC(C)=CC=3)(=O)=O)/[CH3:33])[N:31]=2)=[N:25][CH:26]=1)([C:14]([CH3:17])([CH3:16])[CH3:15])([C:8]1[CH:13]=[CH:12][CH:11]=[CH:10][CH:9]=1)[C:2]1[CH:7]=[CH:6][CH:5]=[CH:4][CH:3]=1.[CH3:46][O:47][CH2:48][N:49]1[C:53]2[CH:54]=[CH:55][C:56](B(O)O)=[CH:57][C:52]=2[S:51][C:50]1=[O:61].C(=O)([O-])[O-].[K+].[K+]. Product: [C:14]([Si:1]([C:8]1[CH:9]=[CH:10][CH:11]=[CH:12][CH:13]=1)([C:2]1[CH:7]=[CH:6][CH:5]=[CH:4][CH:3]=1)[O:18][CH2:19][CH2:20][C:21]1[CH:22]=[CH:23][C:24]([C:27]2[S:28][CH:29]=[C:30]([CH:32]([C:56]3[CH:55]=[CH:54][C:53]4[N:49]([CH2:48][O:47][CH3:46])[C:50](=[O:61])[S:51][C:52]=4[CH:57]=3)[CH3:33])[N:31]=2)=[N:25][CH:26]=1)([CH3:16])([CH3:17])[CH3:15]. The catalyst class is: 12. (3) Reactant: C[O:2][C:3](=[O:35])[CH2:4][O:5][C:6]1[CH:11]=[CH:10][C:9]([C:12]2[CH:13]=[C:14]3[C:18](=[CH:19][CH:20]=2)[N:17]([CH3:21])[C:16]([C:22]2[CH:27]=[CH:26][CH:25]=[CH:24][CH:23]=2)=[C:15]3[CH2:28][C:29]2[CH:34]=[CH:33][CH:32]=[CH:31][CH:30]=2)=[CH:8][CH:7]=1.[OH-].[K+]. Product: [CH2:28]([C:15]1[C:14]2[C:18](=[CH:19][CH:20]=[C:12]([C:9]3[CH:10]=[CH:11][C:6]([O:5][CH2:4][C:3]([OH:35])=[O:2])=[CH:7][CH:8]=3)[CH:13]=2)[N:17]([CH3:21])[C:16]=1[C:22]1[CH:27]=[CH:26][CH:25]=[CH:24][CH:23]=1)[C:29]1[CH:30]=[CH:31][CH:32]=[CH:33][CH:34]=1. The catalyst class is: 36. (4) Reactant: C(O)(C(F)(F)F)=O.[CH3:8][N:9]1[CH2:14][CH2:13][N:12]([CH2:15][CH:16]2[CH2:21][CH2:20][N:19](C(OC(C)(C)C)=O)[CH2:18][CH2:17]2)[C:11](=[O:29])[CH2:10]1. Product: [CH3:8][N:9]1[CH2:14][CH2:13][N:12]([CH2:15][CH:16]2[CH2:21][CH2:20][NH:19][CH2:18][CH2:17]2)[C:11](=[O:29])[CH2:10]1. The catalyst class is: 2. (5) Reactant: [CH2:1]([O:3][C:4](=[O:6])[CH3:5])[CH3:2].[Br:7][C:8]1[CH:9]=[C:10]([S:15][C:16]2[CH:26]=[CH:25][C:19]([O:20]CC(O)=O)=[C:18]([Cl:27])[CH:17]=2)[CH:11]=[C:12]([OH:14])[CH:13]=1.O[CH2:29][CH2:30][CH2:31][N:32]1[CH2:37][CH2:36][O:35][CH2:34][CH2:33]1.C(P(CCCC)CCCC)CCC.N(C(N1CCCCC1)=O)=NC(N1CCCCC1)=O. Product: [CH2:1]([O:3][C:4](=[O:6])[CH2:5][O:20][C:19]1[CH:25]=[CH:26][C:16]([S:15][C:10]2[CH:11]=[C:12]([O:14][CH2:29][CH2:30][CH2:31][N:32]3[CH2:37][CH2:36][O:35][CH2:34][CH2:33]3)[CH:13]=[C:8]([Br:7])[CH:9]=2)=[CH:17][C:18]=1[Cl:27])[CH3:2]. The catalyst class is: 1.